Dataset: Forward reaction prediction with 1.9M reactions from USPTO patents (1976-2016). Task: Predict the product of the given reaction. (1) Given the reactants [Cl:1][C:2]1[C:10]([Cl:11])=[CH:9][CH:8]=[CH:7][C:3]=1[C:4]([OH:6])=O.[CH:12]([CH:15]1[CH2:20][CH2:19][CH2:18][CH2:17][N:16]1[CH:21]([C:24]1[CH:25]=[N:26][C:27]([CH3:30])=[N:28][CH:29]=1)[CH2:22][NH2:23])([CH3:14])[CH3:13], predict the reaction product. The product is: [Cl:1][C:2]1[C:10]([Cl:11])=[CH:9][CH:8]=[CH:7][C:3]=1[C:4]([NH:23][CH2:22][CH:21]([N:16]1[CH2:17][CH2:18][CH2:19][CH2:20][CH:15]1[CH:12]([CH3:14])[CH3:13])[C:24]1[CH:25]=[N:26][C:27]([CH3:30])=[N:28][CH:29]=1)=[O:6]. (2) Given the reactants CS(C)=O.C(Cl)(=O)C(Cl)=O.[CH2:11]([O:18][C:19]([N:21]1[CH2:26][CH2:25][CH:24]([CH2:27][OH:28])[CH2:23][CH2:22]1)=[O:20])[C:12]1[CH:17]=[CH:16][CH:15]=[CH:14][CH:13]=1.C(N(CC)CC)C, predict the reaction product. The product is: [CH2:11]([O:18][C:19]([N:21]1[CH2:26][CH2:25][CH:24]([CH:27]=[O:28])[CH2:23][CH2:22]1)=[O:20])[C:12]1[CH:17]=[CH:16][CH:15]=[CH:14][CH:13]=1.